This data is from NCI-60 drug combinations with 297,098 pairs across 59 cell lines. The task is: Regression. Given two drug SMILES strings and cell line genomic features, predict the synergy score measuring deviation from expected non-interaction effect. Drug 1: CCC1=CC2CC(C3=C(CN(C2)C1)C4=CC=CC=C4N3)(C5=C(C=C6C(=C5)C78CCN9C7C(C=CC9)(C(C(C8N6C)(C(=O)OC)O)OC(=O)C)CC)OC)C(=O)OC.C(C(C(=O)O)O)(C(=O)O)O. Drug 2: C1=CC=C(C(=C1)C(C2=CC=C(C=C2)Cl)C(Cl)Cl)Cl. Cell line: MDA-MB-231. Synergy scores: CSS=39.3, Synergy_ZIP=-3.13, Synergy_Bliss=3.30, Synergy_Loewe=-49.5, Synergy_HSA=4.34.